Dataset: Reaction yield outcomes from USPTO patents with 853,638 reactions. Task: Predict the reaction yield, written as a fraction of the theoretical maximum amount of product (1.0 means a 100% yield; for example, 0.34 means a 34% yield). (1) The reactants are [Cl:1][C:2]1[CH:22]=[C:21]([Cl:23])[CH:20]=[CH:19][C:3]=1[CH2:4][N:5]1[C:9]([CH2:10][CH2:11][C:12]([OH:14])=O)=[CH:8][C:7]([O:15][CH:16]([CH3:18])[CH3:17])=[N:6]1.[C:24]1([CH2:30][S:31]([NH2:34])(=[O:33])=[O:32])[CH:29]=[CH:28][CH:27]=[CH:26][CH:25]=1.N12CCCN=C1CCCCC2. The catalyst is O1CCCC1. The product is [CH2:30]([S:31]([NH:34][C:12](=[O:14])[CH2:11][CH2:10][C:9]1[N:5]([CH2:4][C:3]2[CH:19]=[CH:20][C:21]([Cl:23])=[CH:22][C:2]=2[Cl:1])[N:6]=[C:7]([O:15][CH:16]([CH3:18])[CH3:17])[CH:8]=1)(=[O:33])=[O:32])[C:24]1[CH:29]=[CH:28][CH:27]=[CH:26][CH:25]=1. The yield is 0.870. (2) The reactants are [CH3:1][C:2]1[C:6]2[C:7](=[O:19])[N:8]([CH2:11][CH2:12][N:13]3[CH2:18][CH2:17][O:16][CH2:15][CH2:14]3)[CH2:9][CH2:10][C:5]=2[NH:4][C:3]=1[CH:20]=O.[OH:22][CH2:23][CH2:24][C:25]1[CH:33]=[CH:32][CH:31]=[C:30]2[C:26]=1[CH2:27][C:28](=[O:34])[NH:29]2. No catalyst specified. The product is [OH:22][CH2:23][CH2:24][C:25]1[CH:33]=[CH:32][CH:31]=[C:30]2[C:26]=1[C:27](=[CH:20][C:3]1[NH:4][C:5]3[CH2:10][CH2:9][N:8]([CH2:11][CH2:12][N:13]4[CH2:14][CH2:15][O:16][CH2:17][CH2:18]4)[C:7](=[O:19])[C:6]=3[C:2]=1[CH3:1])[C:28](=[O:34])[NH:29]2. The yield is 0.333. (3) The reactants are [C:1]([O:5][C:6]([N:8]1[CH2:13][CH2:12][C:11]([C:16]2[CH:21]=[CH:20][C:19]([Cl:22])=[CH:18][CH:17]=2)([O:14][CH3:15])[C:10](=[O:23])[CH2:9]1)=[O:7])([CH3:4])([CH3:3])[CH3:2].[CH3:24][Mg]Br. The catalyst is O1CCCC1. The product is [C:1]([O:5][C:6]([N:8]1[CH2:13][CH2:12][C:11]([C:16]2[CH:17]=[CH:18][C:19]([Cl:22])=[CH:20][CH:21]=2)([O:14][CH3:15])[C:10]([OH:23])([CH3:24])[CH2:9]1)=[O:7])([CH3:4])([CH3:2])[CH3:3]. The yield is 0.580.